From a dataset of Forward reaction prediction with 1.9M reactions from USPTO patents (1976-2016). Predict the product of the given reaction. (1) Given the reactants Cl.[CH2:2]([O:9][C:10](=[O:16])[NH:11][CH2:12][CH2:13][CH2:14][NH2:15])[C:3]1[CH:8]=[CH:7][CH:6]=[CH:5][CH:4]=1.CCN(C(C)C)C(C)C.[Cl:26][C:27]1[N:32]=[C:31](Cl)[C:30]([Br:34])=[CH:29][N:28]=1, predict the reaction product. The product is: [CH2:2]([O:9][C:10](=[O:16])[NH:11][CH2:12][CH2:13][CH2:14][NH:15][C:29]1[C:30]([Br:34])=[CH:31][N:32]=[C:27]([Cl:26])[N:28]=1)[C:3]1[CH:8]=[CH:7][CH:6]=[CH:5][CH:4]=1. (2) Given the reactants [CH2:1]([NH:8][CH2:9][CH:10]1[CH2:12]C1)[C:2]1[CH:7]=[CH:6][CH:5]=[CH:4][CH:3]=1, predict the reaction product. The product is: [CH2:1]([NH:8][CH:9]1[CH2:10][CH2:12]1)[C:2]1[CH:3]=[CH:4][CH:5]=[CH:6][CH:7]=1. (3) The product is: [CH:16]([C:12]1[CH:11]=[CH:10][C:9]([S:8][C:5]2[CH:6]=[CH:7][C:2]([C:19]#[N:20])=[CH:3][C:4]=2[CH3:18])=[N:14][C:13]=1[CH3:15])=[O:17]. Given the reactants Br[C:2]1[CH:7]=[CH:6][C:5]([S:8][C:9]2[N:14]=[C:13]([CH3:15])[C:12]([CH:16]=[O:17])=[CH:11][CH:10]=2)=[C:4]([CH3:18])[CH:3]=1.[CH3:19][N:20](C=O)C, predict the reaction product. (4) The product is: [CH3:27][C:28]1[CH:29]=[C:30]([CH:33]=[CH:34][CH:35]=1)[CH2:31][NH:1][CH:2]1[CH2:7][CH2:6][N:5]([CH2:8][CH2:9][N:10]2[C:19]3[C:14](=[CH:15][CH:16]=[C:17]([O:20][CH3:21])[CH:18]=3)[C:13]([C:22]([NH:24][CH3:25])=[O:23])=[CH:12][C:11]2=[O:26])[CH2:4][CH2:3]1. Given the reactants [NH2:1][CH:2]1[CH2:7][CH2:6][N:5]([CH2:8][CH2:9][N:10]2[C:19]3[C:14](=[CH:15][CH:16]=[C:17]([O:20][CH3:21])[CH:18]=3)[C:13]([C:22]([NH:24][CH3:25])=[O:23])=[CH:12][C:11]2=[O:26])[CH2:4][CH2:3]1.[CH3:27][C:28]1[CH:29]=[C:30]([CH:33]=[CH:34][CH:35]=1)[CH:31]=O.C([BH3-])#N.[Na+], predict the reaction product. (5) Given the reactants [H-].[Na+].[CH2:3]([O:5][C:6]([C:8]1[C:9](=[O:20])[NH:10][N:11]=[C:12]([CH2:15][C:16]([CH3:19])([CH3:18])[CH3:17])[C:13]=1[OH:14])=[O:7])[CH3:4].Br[CH2:22][CH2:23][CH:24]([CH3:26])[CH3:25].Cl, predict the reaction product. The product is: [CH2:3]([O:5][C:6]([C:8]1[C:9](=[O:20])[N:10]([CH2:22][CH2:23][CH:24]([CH3:26])[CH3:25])[N:11]=[C:12]([CH2:15][C:16]([CH3:19])([CH3:18])[CH3:17])[C:13]=1[OH:14])=[O:7])[CH3:4]. (6) Given the reactants [C:1]([C:4]1[S:8][C:7]([C:9]2[CH:10]=[C:11]([Cl:30])[C:12]3[O:16][CH:15]([CH2:17][NH:18][C:19](=[O:28])/[CH:20]=[CH:21]/[C:22]4[N:23]=[N:24][CH:25]=[CH:26][CH:27]=4)[CH2:14][C:13]=3[CH:29]=2)=[CH:6][CH:5]=1)(=[O:3])[CH3:2].[CH3:31][Mg+].[Br-].[NH4+].[Cl-], predict the reaction product. The product is: [Cl:30][C:11]1[C:12]2[O:16][CH:15]([CH2:17][NH:18][C:19](=[O:28])/[CH:20]=[CH:21]/[C:22]3[N:23]=[N:24][CH:25]=[CH:26][CH:27]=3)[CH2:14][C:13]=2[CH:29]=[C:9]([C:7]2[S:8][C:4]([C:1]([OH:3])([CH3:31])[CH3:2])=[CH:5][CH:6]=2)[CH:10]=1. (7) Given the reactants [Cl:1][C:2]1[CH:7]=[CH:6][C:5]([NH2:8])=[C:4]([CH3:9])[CH:3]=1.[I:10]N1C(=O)CCC1=O, predict the reaction product. The product is: [Cl:1][C:2]1[CH:3]=[C:4]([CH3:9])[C:5]([NH2:8])=[C:6]([I:10])[CH:7]=1. (8) Given the reactants [CH3:1][O:2][C:3]1[CH:4]=[CH:5][C:6]([N+:12]([O-:14])=[O:13])=[C:7]([CH:11]=1)[C:8](O)=[O:9].O=S(Cl)Cl.C[N:20](C=O)C, predict the reaction product. The product is: [CH3:1][O:2][C:3]1[CH:4]=[CH:5][C:6]([N+:12]([O-:14])=[O:13])=[C:7]([CH:11]=1)[C:8]([NH2:20])=[O:9]. (9) The product is: [CH3:1][O:2][C:3]1[CH:4]=[C:5]([C:11]2[C:19]3[C:14](=[CH:15][CH:16]=[C:17]([C:20]([NH2:21])=[O:22])[CH:18]=3)[NH:13][N:12]=2)[CH:6]=[CH:7][C:8]=1[O:9][CH3:10]. Given the reactants [CH3:1][O:2][C:3]1[CH:4]=[C:5]([C:11]2[C:19]3[C:14](=[CH:15][CH:16]=[C:17]([C:20]#[N:21])[CH:18]=3)[NH:13][N:12]=2)[CH:6]=[CH:7][C:8]=1[O:9][CH3:10].[OH-:22].[Na+].OO.Cl, predict the reaction product.